This data is from Full USPTO retrosynthesis dataset with 1.9M reactions from patents (1976-2016). The task is: Predict the reactants needed to synthesize the given product. (1) Given the product [F:1][C:2]1[C:3]2[C:4]3[N:5]([N:29]=[CH:30][N:31]=3)[C:6]([N:16]3[CH2:21][CH2:20][NH:19][CH2:18][CH2:17]3)=[N:7][C:8]=2[CH:9]=[CH:10][C:11]=1[C:12]([F:15])([F:14])[F:13], predict the reactants needed to synthesize it. The reactants are: [F:1][C:2]1[C:3]2[C:4]3[N:5]([N:29]=[CH:30][N:31]=3)[C:6]([N:16]3[CH2:21][CH2:20][N:19](C(OC(C)(C)C)=O)[CH2:18][CH2:17]3)=[N:7][C:8]=2[CH:9]=[CH:10][C:11]=1[C:12]([F:15])([F:14])[F:13].FC(F)(F)C(O)=O. (2) Given the product [CH3:2][O:3][C:4](=[O:12])[CH2:5][CH2:6][CH2:7][CH2:8][CH2:9][CH2:10][NH:11][CH2:21][C:20]1[CH:23]=[CH:24][C:17]([CH2:13][CH2:14][CH2:15][CH3:16])=[CH:18][CH:19]=1, predict the reactants needed to synthesize it. The reactants are: Cl.[CH3:2][O:3][C:4](=[O:12])[CH2:5][CH2:6][CH2:7][CH2:8][CH2:9][CH2:10][NH2:11].[CH2:13]([C:17]1[CH:24]=[CH:23][C:20]([CH:21]=O)=[CH:19][CH:18]=1)[CH2:14][CH2:15][CH3:16].C(N(CC)CC)C.[BH4-].[Na+]. (3) Given the product [Cl:1][C:2]1[CH:3]=[CH:4][C:5]([C:8]2[C:9]([OH:16])=[N:10][C:11]([OH:14])=[N:12][CH:13]=2)=[CH:6][CH:7]=1, predict the reactants needed to synthesize it. The reactants are: [Cl:1][C:2]1[CH:7]=[CH:6][C:5]([C:8]2[C:9]([O:16]C)=[N:10][C:11]([O:14]C)=[N:12][CH:13]=2)=[CH:4][CH:3]=1.Cl. (4) The reactants are: [H-].[Na+].[C:3]1([C:9]2[NH:13][N:12]=[N:11][C:10]=2[N:14]2[CH2:19][CH2:18][N:17]([C:20]([O:22][C:23]([CH3:26])([CH3:25])[CH3:24])=[O:21])[CH2:16][CH2:15]2)[CH:8]=[CH:7][CH:6]=[CH:5][CH:4]=1.[CH3:27]I. Given the product [CH3:27][N:12]1[NH:11][C:10]([N:14]2[CH2:15][CH2:16][N:17]([C:20]([O:22][C:23]([CH3:26])([CH3:25])[CH3:24])=[O:21])[CH2:18][CH2:19]2)=[C:9]([C:3]2[CH:4]=[CH:5][CH:6]=[CH:7][CH:8]=2)[NH:13]1, predict the reactants needed to synthesize it. (5) Given the product [C:27]1([CH:33]([CH3:37])[C:34]([N:21]2[CH2:20][CH2:19][C:16]3([C:15](=[O:24])[N:14]([C:11]4[CH:12]=[CH:13][C:8]([O:7][C:6]([F:5])([F:25])[F:26])=[CH:9][CH:10]=4)[CH2:18][CH2:17]3)[CH2:23][CH2:22]2)=[O:35])[CH:32]=[CH:31][CH:30]=[CH:29][CH:28]=1, predict the reactants needed to synthesize it. The reactants are: C(O)(=O)C.[F:5][C:6]([F:26])([F:25])[O:7][C:8]1[CH:13]=[CH:12][C:11]([N:14]2[CH2:18][CH2:17][C:16]3([CH2:23][CH2:22][NH:21][CH2:20][CH2:19]3)[C:15]2=[O:24])=[CH:10][CH:9]=1.[C:27]1([CH:33]([CH3:37])[C:34](Cl)=[O:35])[CH:32]=[CH:31][CH:30]=[CH:29][CH:28]=1. (6) Given the product [O:19]1[CH:24]([CH2:25][NH:26][C:16]([C@@H:4]2[CH2:3][C@@H:2]([OH:1])[CH2:6][N:5]2[C:7](=[O:15])[CH2:8][C:9]2[O:13][N:12]=[C:11]([CH3:14])[CH:10]=2)=[O:18])[CH2:23][NH:22][C:21]2[CH:27]=[CH:28][CH:29]=[CH:30][C:20]1=2, predict the reactants needed to synthesize it. The reactants are: [OH:1][C@H:2]1[CH2:6][N:5]([C:7](=[O:15])[CH2:8][C:9]2[O:13][N:12]=[C:11]([CH3:14])[CH:10]=2)[C@H:4]([C:16]([OH:18])=O)[CH2:3]1.[O:19]1[CH:24]([CH2:25][NH2:26])[CH2:23][NH:22][C:21]2[CH:27]=[CH:28][CH:29]=[CH:30][C:20]1=2.CCN(C(C)C)C(C)C.CN(C(ON1N=NC2C=CC=NC1=2)=[N+](C)C)C.F[P-](F)(F)(F)(F)F. (7) Given the product [F:15][C:16]1[CH:17]=[C:18]([C:23]2([C:29]#[N:30])[CH2:24][CH2:25][O:26][CH2:27][CH2:28]2)[CH:19]=[C:20]([S:22][C:2]2[CH:3]=[C:4]3[C:9](=[CH:10][CH:11]=2)[N:8]2[CH:12]=[CH:13][N:14]=[C:7]2[CH:6]=[CH:5]3)[CH:21]=1, predict the reactants needed to synthesize it. The reactants are: I[C:2]1[CH:3]=[C:4]2[C:9](=[CH:10][CH:11]=1)[N:8]1[CH:12]=[CH:13][N:14]=[C:7]1[CH:6]=[CH:5]2.[F:15][C:16]1[CH:17]=[C:18]([C:23]2([C:29]#[N:30])[CH2:28][CH2:27][O:26][CH2:25][CH2:24]2)[CH:19]=[C:20]([SH:22])[CH:21]=1.CCN(C(C)C)C(C)C.C1(P(C2C=CC=CC=2)C2C3OC4C(=CC=CC=4P(C4C=CC=CC=4)C4C=CC=CC=4)C(C)(C)C=3C=CC=2)C=CC=CC=1.